Task: Predict the reactants needed to synthesize the given product.. Dataset: Full USPTO retrosynthesis dataset with 1.9M reactions from patents (1976-2016) Given the product [S:28]1[C:24]2[CH:23]=[C:22]([CH2:21][NH:1][C:2]3[C:12]4[CH2:11][CH2:10][N:9]([C:13](=[O:18])[C:14]([F:17])([F:15])[F:16])[CH2:8][CH2:7][C:6]=4[CH:5]=[CH:4][C:3]=3[Cl:19])[CH:30]=[CH:29][C:25]=2[N:26]=[CH:27]1, predict the reactants needed to synthesize it. The reactants are: [NH2:1][C:2]1[C:12]2[CH2:11][CH2:10][N:9]([C:13](=[O:18])[C:14]([F:17])([F:16])[F:15])[CH2:8][CH2:7][C:6]=2[CH:5]=[CH:4][C:3]=1[Cl:19].Br[CH2:21][C:22]1[CH:30]=[CH:29][C:25]2[N:26]=[CH:27][S:28][C:24]=2[CH:23]=1.C(=O)([O-])[O-].[K+].[K+].